This data is from Reaction yield outcomes from USPTO patents with 853,638 reactions. The task is: Predict the reaction yield, written as a fraction of the theoretical maximum amount of product (1.0 means a 100% yield; for example, 0.34 means a 34% yield). (1) The reactants are [NH2:1][CH:2]([CH2:5][OH:6])[CH2:3][OH:4].[Br:7][C:8]1[S:12][C:11]([S:13](Cl)(=[O:15])=[O:14])=[CH:10][CH:9]=1.C(N(CC)CC)C. The catalyst is C1COCC1. The product is [OH:4][CH2:3][CH:2]([NH:1][S:13]([C:11]1[S:12][C:8]([Br:7])=[CH:9][CH:10]=1)(=[O:15])=[O:14])[CH2:5][OH:6]. The yield is 0.720. (2) The reactants are [F:1][C:2]1[CH:7]=[CH:6][C:5]([N:8]2[C:16]3[C:11](=[CH:12][C:13]([CH:17]([CH2:25][C:26]4[CH:31]=[CH:30][CH:29]=[CH:28][CH:27]=4)[C:18]([CH3:24])([CH3:23])[C:19]([O:21]C)=[O:20])=[CH:14][CH:15]=3)[CH:10]=[N:9]2)=[CH:4][CH:3]=1.O.[OH-].[Li+].C(O)(=O)CC(CC(O)=O)(C(O)=O)O. The catalyst is O.CCOCC.O1CCOCC1. The product is [F:1][C:2]1[CH:3]=[CH:4][C:5]([N:8]2[C:16]3[C:11](=[CH:12][C:13]([CH:17]([CH2:25][C:26]4[CH:27]=[CH:28][CH:29]=[CH:30][CH:31]=4)[C:18]([CH3:23])([CH3:24])[C:19]([OH:21])=[O:20])=[CH:14][CH:15]=3)[CH:10]=[N:9]2)=[CH:6][CH:7]=1. The yield is 1.00. (3) The reactants are C(N(CC)CC)C.[CH3:8][C:9]1([CH3:16])[C:13]([CH3:15])([CH3:14])[O:12][BH:11][O:10]1.[CH2:17]([N:21]1[CH2:26][C:25]2([CH2:31][CH2:30][N:29]([C:32]([O:34][C:35]([CH3:38])([CH3:37])[CH3:36])=[O:33])[CH2:28][CH2:27]2)[CH2:24][CH2:23][CH2:22]1)[CH2:18][C:19]#[CH:20]. The catalyst is ClCCl.[Cl-].[CH-]1C=CC=C1.[CH-]1C=CC=C1.[Zr+2]. The product is [CH3:8][C:9]1([CH3:16])[C:13]([CH3:15])([CH3:14])[O:12][B:11](/[CH:20]=[CH:19]/[CH2:18][CH2:17][N:21]2[CH2:26][C:25]3([CH2:27][CH2:28][N:29]([C:32]([O:34][C:35]([CH3:38])([CH3:37])[CH3:36])=[O:33])[CH2:30][CH2:31]3)[CH2:24][CH2:23][CH2:22]2)[O:10]1. The yield is 0.870. (4) The reactants are [NH2:1][CH:2]1[CH2:7][CH2:6][N:5]([CH2:8][C:9]2[CH:14]=[CH:13][CH:12]=[CH:11][CH:10]=2)[CH2:4][CH2:3]1.Br[C:16]1[CH:25]=[CH:24][C:23]2[C:18](=[CH:19][CH:20]=[C:21]([O:26][CH3:27])[CH:22]=2)[CH:17]=1.CC(C)([O-])C.[Na+].C1(P(C2C=CC=CC=2)C2C3OC4C(=CC=CC=4P(C4C=CC=CC=4)C4C=CC=CC=4)C(C)(C)C=3C=CC=2)C=CC=CC=1. The catalyst is C1(C)C=CC=CC=1.O. The product is [CH2:8]([N:5]1[CH2:6][CH2:7][CH:2]([NH:1][C:16]2[CH:25]=[CH:24][C:23]3[C:18](=[CH:19][CH:20]=[C:21]([O:26][CH3:27])[CH:22]=3)[CH:17]=2)[CH2:3][CH2:4]1)[C:9]1[CH:14]=[CH:13][CH:12]=[CH:11][CH:10]=1. The yield is 0.500.